From a dataset of Reaction yield outcomes from USPTO patents with 853,638 reactions. Predict the reaction yield, written as a fraction of the theoretical maximum amount of product (1.0 means a 100% yield; for example, 0.34 means a 34% yield). (1) The reactants are [CH3:1][O:2][C:3]1[CH:12]=[CH:11][C:6]([C:7]([O:9][CH3:10])=[O:8])=[CH:5][C:4]=1[NH:13][C:14]([C:16]1[S:17][CH:18]=[CH:19][CH:20]=1)=[NH:15].[O-]Cl.[Na+].C([O-])(O)=O.[Na+]. The catalyst is CO. The product is [CH3:1][O:2][C:3]1[C:4]2[NH:13][C:14]([C:16]3[S:17][CH:18]=[CH:19][CH:20]=3)=[N:15][C:5]=2[C:6]([C:7]([O:9][CH3:10])=[O:8])=[CH:11][CH:12]=1. The yield is 0.570. (2) The reactants are Br[C:2]1[CH:3]=[C:4]2[C:10]([C:11]3[CH:16]=[CH:15][CH:14]=[CH:13][C:12]=3[O:17][CH3:18])=[CH:9][N:8]([S:19]([C:22]3[CH:27]=[CH:26][C:25]([CH3:28])=[CH:24][CH:23]=3)(=[O:21])=[O:20])[C:5]2=[N:6][CH:7]=1.[B:29]1([B:29]2[O:33][C:32]([CH3:35])([CH3:34])[C:31]([CH3:37])([CH3:36])[O:30]2)[O:33][C:32]([CH3:35])([CH3:34])[C:31]([CH3:37])([CH3:36])[O:30]1.C([O-])(=O)C.[Na+].CN(C=O)C. The catalyst is CCOC(C)=O. The product is [CH3:18][O:17][C:12]1[CH:13]=[CH:14][CH:15]=[CH:16][C:11]=1[C:10]1[C:4]2[C:5](=[N:6][CH:7]=[C:2]([B:29]3[O:33][C:32]([CH3:35])([CH3:34])[C:31]([CH3:37])([CH3:36])[O:30]3)[CH:3]=2)[N:8]([S:19]([C:22]2[CH:27]=[CH:26][C:25]([CH3:28])=[CH:24][CH:23]=2)(=[O:21])=[O:20])[CH:9]=1. The yield is 0.810. (3) The product is [CH3:16][O:13][C:12]([C:9]1([C:6]2[CH:5]=[CH:4][C:3]([O:2][CH3:1])=[CH:8][CH:7]=2)[CH2:10][CH2:11]1)=[O:14]. The reactants are [CH3:1][O:2][C:3]1[CH:8]=[CH:7][C:6]([C:9]2([C:12]([OH:14])=[O:13])[CH2:11][CH2:10]2)=[CH:5][CH:4]=1.O.[C:16]1(C)C=CC(S(O)(=O)=O)=CC=1. The catalyst is CO. The yield is 0.990. (4) The reactants are [CH2:1]([O:8][C@H:9]([C:11]1[N:15]([CH2:16][CH2:17][CH3:18])[C:14](=[O:19])[NH:13][N:12]=1)[CH3:10])[C:2]1[CH:7]=[CH:6][CH:5]=[CH:4][CH:3]=1.[CH3:20][C:21]1[CH:28]=[CH:27][C:24]([CH2:25]Br)=[CH:23][CH:22]=1.C(=O)([O-])[O-].[K+].[K+]. The catalyst is CN(C)C=O.O. The product is [CH2:1]([O:8][C@H:9]([C:11]1[N:15]([CH2:16][CH2:17][CH3:18])[C:14](=[O:19])[N:13]([CH2:20][C:21]2[CH:28]=[CH:27][C:24]([CH3:25])=[CH:23][CH:22]=2)[N:12]=1)[CH3:10])[C:2]1[CH:7]=[CH:6][CH:5]=[CH:4][CH:3]=1. The yield is 0.650.